The task is: Predict the product of the given reaction.. This data is from Forward reaction prediction with 1.9M reactions from USPTO patents (1976-2016). (1) Given the reactants [CH:1]1([O:7][C:8]2[C:13]3[C:14]([N:36]4[CH2:40][CH2:39][CH2:38][CH2:37]4)=[N:15][N:16](C(C4C=CC=CC=4)(C4C=CC=CC=4)C4C=CC=CC=4)[C:12]=3[CH:11]=[CH:10][N:9]=2)[CH2:6][CH2:5][CH2:4][CH2:3][CH2:2]1.C(Cl)Cl, predict the reaction product. The product is: [CH:1]1([O:7][C:8]2[C:13]3[C:14]([N:36]4[CH2:40][CH2:39][CH2:38][CH2:37]4)=[N:15][NH:16][C:12]=3[CH:11]=[CH:10][N:9]=2)[CH2:2][CH2:3][CH2:4][CH2:5][CH2:6]1. (2) Given the reactants [NH2:1][C@H:2]([CH:17]1[CH2:22][CH2:21][CH2:20][CH2:19][CH2:18]1)[C:3]([C:11]1[CH:16]=[CH:15][CH:14]=[CH:13][CH:12]=1)([C:5]1[CH:10]=[CH:9][CH:8]=[CH:7][CH:6]=1)[OH:4].C[B:24]1[O:29]B(C)OB(C)O1.O1CCC[CH2:33]1, predict the reaction product. The product is: [CH:17]1([C@@H:2]2[C:3]([C:11]3[CH:12]=[CH:13][CH:14]=[CH:15][CH:16]=3)([C:5]3[CH:10]=[CH:9][CH:8]=[CH:7][CH:6]=3)[O:4][B:24]([O:29][CH3:33])[NH:1]2)[CH2:22][CH2:21][CH2:20][CH2:19][CH2:18]1.